From a dataset of Full USPTO retrosynthesis dataset with 1.9M reactions from patents (1976-2016). Predict the reactants needed to synthesize the given product. (1) Given the product [C:20]([O:19][C:17](=[O:18])[CH2:16][C@H:7]1[C:8]2[O:14][N:13]=[C:12]([CH3:15])[C:9]=2[C:10]2[S:11][C:2]([CH3:1])=[C:3]([CH3:25])[C:4]=2[C:5](=[O:24])[N:6]1[C:31]([O:30][C:27]([CH3:29])([CH3:28])[CH3:26])=[O:32])([CH3:21])([CH3:22])[CH3:23], predict the reactants needed to synthesize it. The reactants are: [CH3:1][C:2]1[S:11][C:10]2[C:9]3[C:12]([CH3:15])=[N:13][O:14][C:8]=3[C@H:7]([CH2:16][C:17]([O:19][C:20]([CH3:23])([CH3:22])[CH3:21])=[O:18])[NH:6][C:5](=[O:24])[C:4]=2[C:3]=1[CH3:25].[CH3:26][C:27]([O:30][C:31](O[C:31]([O:30][C:27]([CH3:29])([CH3:28])[CH3:26])=[O:32])=[O:32])([CH3:29])[CH3:28]. (2) Given the product [CH2:4]([O:7][C:8]1[CH:9]=[C:10]([N:18]([CH3:20])[CH3:19])[CH:11]=[C:12]([F:17])[C:13]=1[NH:14][C:33]1[C:34]([Cl:38])=[CH:35][N:36]=[C:31]([Cl:30])[N:32]=1)[CH:5]=[CH2:6], predict the reactants needed to synthesize it. The reactants are: [S].[BH4-].[Na+].[CH2:4]([O:7][C:8]1[CH:9]=[C:10]([N:18]([CH3:20])[CH3:19])[CH:11]=[C:12]([F:17])[C:13]=1[N+:14]([O-])=O)[CH:5]=[CH2:6].C(N(CC)C(C)C)(C)C.[Cl:30][C:31]1[N:36]=[C:35](Cl)[C:34]([Cl:38])=[CH:33][N:32]=1. (3) Given the product [CH2:19]([O:27][C:8]1[CH:10]=[C:2]([CH:3]=[C:4]([O:16][CH2:13][C:2]2[CH:10]=[CH:8][CH:6]=[CH:4][CH:3]=2)[C:6]=1[O:7][CH2:19][C:20]1[CH:25]=[CH:24][CH:23]=[CH:22][CH:21]=1)[C:1]([OH:12])=[O:28])[C:20]1[CH:25]=[CH:24][CH:23]=[CH:22][CH:21]=1, predict the reactants needed to synthesize it. The reactants are: [C:1]([OH:12])(=O)[C:2]1[CH:10]=[C:8](O)[C:6]([OH:7])=[C:4](O)[CH:3]=1.[C:13](=[O:16])([O-])[O-].[K+].[K+].[CH2:19](Cl)[C:20]1[CH:25]=[CH:24][CH:23]=[CH:22][CH:21]=1.[OH2:27].[OH-:28].[Na+]. (4) Given the product [Cl:25][C:26]1[CH:31]=[C:30]([Cl:32])[CH:29]=[CH:28][C:27]=1[C:13]1[N:14]=[C:9]2[C:8]([CH3:24])=[N:7][N:6]([CH:3]([CH2:4][CH3:5])[CH2:1][CH3:2])[C:10]2=[N:11][C:12]=1[CH3:23], predict the reactants needed to synthesize it. The reactants are: [CH2:1]([CH:3]([N:6]1[C:10]2=[N:11][C:12]([CH3:23])=[C:13](OS(C(F)(F)F)(=O)=O)[N:14]=[C:9]2[C:8]([CH3:24])=[N:7]1)[CH2:4][CH3:5])[CH3:2].[Cl:25][C:26]1[CH:31]=[C:30]([Cl:32])[CH:29]=[CH:28][C:27]=1B(O)O. (5) Given the product [CH3:9][O:8][C:5]1[CH:6]=[CH:7][C:2]([C:10]2([OH:14])[CH2:13][CH2:12][CH2:11]2)=[CH:3][CH:4]=1, predict the reactants needed to synthesize it. The reactants are: Br[C:2]1[CH:7]=[CH:6][C:5]([O:8][CH3:9])=[CH:4][CH:3]=1.[C:10]1(=[O:14])[CH2:13][CH2:12][CH2:11]1. (6) Given the product [OH:24][C@H:25]1[CH2:29][CH2:28][N:27]([C:30]([O:32][C:33]([CH3:36])([CH3:35])[CH3:34])=[O:31])[C@@H:26]1[CH3:37], predict the reactants needed to synthesize it. The reactants are: [F-].C([N+](CCCC)(CCCC)CCCC)CCC.CC([Si](C)(C)[O:24][C@H:25]1[CH2:29][CH2:28][N:27]([C:30]([O:32][C:33]([CH3:36])([CH3:35])[CH3:34])=[O:31])[C@@H:26]1[CH3:37])(C)C. (7) Given the product [NH2:2][C:3]1[N:4]=[C:5]([NH:10][CH2:11][CH3:12])[C:6](/[CH:15]=[CH:14]/[C:13]([O:17][CH2:18][CH3:19])=[O:16])=[C:7]([CH3:20])[N:8]=1, predict the reactants needed to synthesize it. The reactants are: Cl.[NH2:2][C:3]1[N:8]=[C:7](I)[CH:6]=[C:5]([NH:10][CH2:11][CH3:12])[N:4]=1.[C:13]([O:17][CH2:18][CH3:19])(=[O:16])[CH:14]=[CH2:15].[CH2:20](N(CC)CC)C.CN(C=O)C.